From a dataset of Reaction yield outcomes from USPTO patents with 853,638 reactions. Predict the reaction yield, written as a fraction of the theoretical maximum amount of product (1.0 means a 100% yield; for example, 0.34 means a 34% yield). (1) The reactants are [NH2:1][CH2:2][C:3]1[CH:8]=[C:7]([Br:9])[CH:6]=[CH:5][C:4]=1[NH:10][C:11]([C:13]1[CH:18]=[CH:17][CH:16]=[CH:15][N:14]=1)=[O:12].C(N(CC)C(C)C)(C)C.[N:28]1[CH:33]=[CH:32][CH:31]=[CH:30][C:29]=1[C:34](Cl)=[O:35]. The catalyst is C(Cl)Cl. The product is [Br:9][C:7]1[CH:6]=[CH:5][C:4]([NH:10][C:11]([C:13]2[CH:18]=[CH:17][CH:16]=[CH:15][N:14]=2)=[O:12])=[C:3]([CH:8]=1)[CH2:2][NH:1][C:34]([C:29]1[CH:30]=[CH:31][CH:32]=[CH:33][N:28]=1)=[O:35]. The yield is 0.700. (2) The reactants are [CH3:1][O:2][C:3]1[CH:4]=[C:5]2[C:9](=[CH:10][CH:11]=1)[NH:8][N:7]=[C:6]2[C:12]([O:14][CH3:15])=[O:13].[Br:16][C:17]1[CH:18]=[C:19](B(O)O)[CH:20]=[CH:21][CH:22]=1. No catalyst specified. The product is [Br:16][C:17]1[CH:22]=[C:21]([N:8]2[C:9]3[C:5](=[CH:4][C:3]([O:2][CH3:1])=[CH:11][CH:10]=3)[C:6]([C:12]([O:14][CH3:15])=[O:13])=[N:7]2)[CH:20]=[CH:19][CH:18]=1. The yield is 0.390. (3) The reactants are [CH3:1][O:2][C:3]1[CH:4]=[C:5]([CH:9]=[CH:10][C:11]=1[N+:12]([O-:14])=[O:13])[C:6]([OH:8])=O.O=S(Cl)Cl.C(N(CC)CC)C.C[Si]([CH:30]=[N+:31]=[N-:32])(C)C.C([O-])(O)=O.[Na+]. The catalyst is C1(C)C=CC=CC=1.CCCCCC.O1CCCC1.CN(C=O)C. The product is [N+:31](=[CH:30][C:6]([C:5]1[CH:9]=[CH:10][C:11]([N+:12]([O-:14])=[O:13])=[C:3]([O:2][CH3:1])[CH:4]=1)=[O:8])=[N-:32]. The yield is 0.450.